From a dataset of Full USPTO retrosynthesis dataset with 1.9M reactions from patents (1976-2016). Predict the reactants needed to synthesize the given product. (1) Given the product [Cl:1][C:2]1[CH:3]=[C:4]2[C:10]([C:11]3[N:16]=[C:15]([NH:17][C@H:18]4[CH2:22][CH2:21][N:20]([C:28](=[O:30])[CH3:29])[CH2:19]4)[C:14]([F:27])=[CH:13][N:12]=3)=[CH:9][NH:8][C:5]2=[N:6][CH:7]=1, predict the reactants needed to synthesize it. The reactants are: [Cl:1][C:2]1[CH:3]=[C:4]2[C:10]([C:11]3[N:16]=[C:15]([NH:17][C@H:18]4[CH2:22][CH2:21][N:20](S(C)(=O)=O)[CH2:19]4)[C:14]([F:27])=[CH:13][N:12]=3)=[CH:9][NH:8][C:5]2=[N:6][CH:7]=1.[C:28](Cl)(=[O:30])[CH3:29]. (2) The reactants are: C(O)C.[CH3:4][N:5]([CH:22]1[CH2:27][CH2:26][O:25][CH2:24][CH2:23]1)[C:6]([N:8]1[CH:12]=[C:11]([C:13]2[CH:18]=[CH:17][CH:16]=[C:15]([N+:19]([O-])=O)[CH:14]=2)[N:10]=[CH:9]1)=[O:7]. Given the product [NH2:19][C:15]1[CH:14]=[C:13]([C:11]2[N:10]=[CH:9][N:8]([C:6]([N:5]([CH3:4])[CH:22]3[CH2:27][CH2:26][O:25][CH2:24][CH2:23]3)=[O:7])[CH:12]=2)[CH:18]=[CH:17][CH:16]=1, predict the reactants needed to synthesize it.